From a dataset of Forward reaction prediction with 1.9M reactions from USPTO patents (1976-2016). Predict the product of the given reaction. Given the reactants [N:1]1([C:10]2[N:18]=[C:17]([N:19]3[CH2:24][CH2:23][CH:22]([NH:25]C(=O)OC(C)(C)C)[CH2:21][CH2:20]3)[N:16]=[C:15]3[C:11]=2[N:12]=[CH:13][NH:14]3)[C:5]2[CH:6]=[CH:7][CH:8]=[CH:9][C:4]=2[N:3]=[CH:2]1.[F:33][C:34]([F:39])([F:38])[C:35]([OH:37])=[O:36].C1(OC)C=CC=CC=1, predict the reaction product. The product is: [F:33][C:34]([F:39])([F:38])[C:35]([OH:37])=[O:36].[F:33][C:34]([F:39])([F:38])[C:35]([OH:37])=[O:36].[N:1]1([C:10]2[N:18]=[C:17]([N:19]3[CH2:20][CH2:21][CH:22]([NH2:25])[CH2:23][CH2:24]3)[N:16]=[C:15]3[C:11]=2[N:12]=[CH:13][NH:14]3)[C:5]2[CH:6]=[CH:7][CH:8]=[CH:9][C:4]=2[N:3]=[CH:2]1.